This data is from Catalyst prediction with 721,799 reactions and 888 catalyst types from USPTO. The task is: Predict which catalyst facilitates the given reaction. (1) Reactant: [CH3:1][N:2]([CH3:9])[CH:3]1[CH2:8][CH2:7][CH2:6][NH:5][CH2:4]1.[Br:10][C:11]1[C:12](F)=[C:13]2[C:19]([NH:20][C:21](=[O:28])[C:22]3[CH:27]=[CH:26][CH:25]=[N:24][CH:23]=3)=[CH:18][NH:17][C:14]2=[N:15][CH:16]=1. Product: [Br:10][C:11]1[C:12]([N:5]2[CH2:6][CH2:7][CH2:8][CH:3]([N:2]([CH3:9])[CH3:1])[CH2:4]2)=[C:13]2[C:19]([NH:20][C:21](=[O:28])[C:22]3[CH:27]=[CH:26][CH:25]=[N:24][CH:23]=3)=[CH:18][NH:17][C:14]2=[N:15][CH:16]=1. The catalyst class is: 114. (2) Reactant: [Cl:1][C:2]1[CH:7]=[CH:6][N:5]=[C:4]([C:8]([CH:12]2[CH2:14][CH2:13]2)=[CH:9][O:10]C)[C:3]=1[O:15][CH:16]([F:18])[F:17].S(=O)(=O)(O)O. Product: [Cl:1][C:2]1[CH:7]=[CH:6][N:5]=[C:4]([CH:8]([CH:12]2[CH2:13][CH2:14]2)[CH:9]=[O:10])[C:3]=1[O:15][CH:16]([F:18])[F:17]. The catalyst class is: 1. (3) Reactant: [C:1](#[N:3])[CH3:2].C([Li])CCC.C([O:11][C:12](=O)[C:13]1[CH:18]=[CH:17][C:16]([O:19][CH2:20][CH3:21])=[CH:15][CH:14]=1)C.[OH-].[Na+]. The catalyst class is: 1. Product: [CH2:20]([O:19][C:16]1[CH:17]=[CH:18][C:13]([C:12](=[O:11])[CH2:2][C:1]#[N:3])=[CH:14][CH:15]=1)[CH3:21]. (4) Reactant: [NH:1]1[CH2:11][CH2:10][CH:4]([C:5]([O:7][CH2:8][CH3:9])=[O:6])[CH2:3][CH2:2]1.CCN(CC)CC.[CH3:19][C:20]([O:23][C:24](O[C:24]([O:23][C:20]([CH3:22])([CH3:21])[CH3:19])=[O:25])=[O:25])([CH3:22])[CH3:21]. Product: [N:1]1([C:24]([O:23][C:20]([CH3:22])([CH3:21])[CH3:19])=[O:25])[CH2:2][CH2:3][CH:4]([C:5]([O:7][CH2:8][CH3:9])=[O:6])[CH2:10][CH2:11]1. The catalyst class is: 79. (5) Product: [Br:17][C:14]1[CH:13]=[CH:12][C:11]([C:9](=[O:10])[CH2:8][CH2:7][C:6](=[O:18])[CH2:5][OH:4])=[CH:16][CH:15]=1. Reactant: C([O:4][CH2:5][C:6](=[O:18])[CH2:7][CH2:8][C:9]([C:11]1[CH:16]=[CH:15][C:14]([Br:17])=[CH:13][CH:12]=1)=[O:10])(=O)C.C(=O)(O)[O-].[Na+]. The catalyst class is: 5. (6) Reactant: Cl.[CH3:2][S:3]([C:6]1[CH:11]=[CH:10][C:9]([CH:12]2[CH2:17][CH:16]([C:18]([O:20][CH3:21])=[O:19])[CH2:15][CH2:14][NH:13]2)=[CH:8][CH:7]=1)(=[O:5])=[O:4].CCN(C(C)C)C(C)C.[C:31](Cl)(=[O:34])[O:32][CH3:33]. Product: [CH3:2][S:3]([C:6]1[CH:7]=[CH:8][C:9]([CH:12]2[CH2:17][CH:16]([C:18]([O:20][CH3:21])=[O:19])[CH2:15][CH2:14][N:13]2[C:31]([O:32][CH3:33])=[O:34])=[CH:10][CH:11]=1)(=[O:5])=[O:4]. The catalyst class is: 2. (7) Reactant: [C:1]([CH:4]([CH2:9][CH2:10][CH2:11][CH2:12][CH2:13][CH3:14])[C:5]([O:7]C)=O)(=[O:3])[CH3:2].C(C(CCCCCC)C(O)=O)(=O)C.ON1C2C=CC=CC=2N=N1.CN1CCOCC1.Cl.CN(C)CCCN=C=NCC.[NH2:57][CH:58]([C:60]1[C:61](=[O:75])[NH:62][C:63]([CH2:66][C:67]2[CH:72]=[CH:71][C:70]([O:73][CH3:74])=[CH:69][CH:68]=2)=[N:64][N:65]=1)[CH3:59]. Product: [C:1]([CH:4]([CH2:9][CH2:10][CH2:11][CH2:12][CH2:13][CH3:14])[C:5]([NH:57][CH:58]([C:60]1[C:61](=[O:75])[NH:62][C:63]([CH2:66][C:67]2[CH:72]=[CH:71][C:70]([O:73][CH3:74])=[CH:69][CH:68]=2)=[N:64][N:65]=1)[CH3:59])=[O:7])(=[O:3])[CH3:2]. The catalyst class is: 4. (8) Reactant: [Br:1][C:2]1[CH:3]=[N:4][CH:5]=[C:6]([C:8]#[N:9])[CH:7]=1.[N-:10]=[N+:11]=[N-:12].[Na+].C(N(CC)CC)C. Product: [Br:1][C:2]1[CH:3]=[N:4][CH:5]=[C:6]([C:8]2[N:10]=[N:11][NH:12][N:9]=2)[CH:7]=1. The catalyst class is: 15. (9) Product: [OH:2][C:3]1[CH:4]=[CH:5][C:6]2[CH2:12][CH2:11][CH2:10][C:9](=[O:13])[NH:8][C:7]=2[CH:14]=1. Reactant: C[O:2][C:3]1[CH:4]=[CH:5][C:6]2[CH2:12][CH2:11][CH2:10][C:9](=[O:13])[NH:8][C:7]=2[CH:14]=1.B(Br)(Br)Br. The catalyst class is: 4. (10) Reactant: [CH2:1](O)[CH2:2][CH2:3][CH2:4][CH2:5][CH2:6][CH2:7][CH2:8][CH2:9][CH2:10][CH2:11][CH2:12][CH2:13][CH2:14][OH:15].[BrH:17]. The catalyst class is: 244. Product: [Br:17][CH2:1][CH2:2][CH2:3][CH2:4][CH2:5][CH2:6][CH2:7][CH2:8][CH2:9][CH2:10][CH2:11][CH2:12][CH2:13][CH2:14][OH:15].